Dataset: Forward reaction prediction with 1.9M reactions from USPTO patents (1976-2016). Task: Predict the product of the given reaction. Given the reactants [CH3:1][N:2]([CH3:15])[S:3]([C:6]1[CH:11]=[CH:10][CH:9]=[C:8]([N+:12]([O-])=O)[CH:7]=1)(=[O:5])=[O:4].Cl[Sn]Cl, predict the reaction product. The product is: [NH2:12][C:8]1[CH:7]=[C:6]([S:3]([N:2]([CH3:15])[CH3:1])(=[O:5])=[O:4])[CH:11]=[CH:10][CH:9]=1.